This data is from Peptide-MHC class I binding affinity with 185,985 pairs from IEDB/IMGT. The task is: Regression. Given a peptide amino acid sequence and an MHC pseudo amino acid sequence, predict their binding affinity value. This is MHC class I binding data. The peptide sequence is TPYDINQML. The MHC is HLA-A02:03 with pseudo-sequence HLA-A02:03. The binding affinity (normalized) is 0.